From a dataset of Forward reaction prediction with 1.9M reactions from USPTO patents (1976-2016). Predict the product of the given reaction. (1) The product is: [C:1]([O:5][C:6](=[O:21])[CH:7]([NH:13][C:14]([O:16][C:17]([CH3:20])([CH3:19])[CH3:18])=[O:15])[CH2:8][CH2:9][CH2:10][OH:11])([CH3:4])([CH3:3])[CH3:2]. Given the reactants [C:1]([O:5][C:6](=[O:21])[CH:7]([NH:13][C:14]([O:16][C:17]([CH3:20])([CH3:19])[CH3:18])=[O:15])[CH2:8][CH2:9][C:10](O)=[O:11])([CH3:4])([CH3:3])[CH3:2].CN1CCOCC1.[BH4-].[Na+].Cl, predict the reaction product. (2) Given the reactants [Cl:1][C:2]1[CH:15]=[CH:14][C:5]([CH2:6][N:7]2[CH2:12][CH2:11][CH:10]([NH2:13])[CH2:9][CH2:8]2)=[CH:4][C:3]=1[O:16][CH2:17][CH3:18].[CH3:19][C:20]1[CH:28]=[C:27]([CH3:29])[CH:26]=[CH:25][C:21]=1[C:22](O)=[O:23], predict the reaction product. The product is: [Cl:1][C:2]1[CH:15]=[CH:14][C:5]([CH2:6][N:7]2[CH2:12][CH2:11][CH:10]([NH:13][C:22](=[O:23])[C:21]3[CH:25]=[CH:26][C:27]([CH3:29])=[CH:28][C:20]=3[CH3:19])[CH2:9][CH2:8]2)=[CH:4][C:3]=1[O:16][CH2:17][CH3:18]. (3) Given the reactants [F:1][C:2]1[CH:7]=[CH:6][C:5]([C:8]2[C:12]([C:13]#[C:14][C:15]3[CH:20]=[CH:19][CH:18]=[CH:17][CH:16]=3)=[C:11]([NH:21]C(=O)C)[N:10]([CH2:25][CH2:26][OH:27])[N:9]=2)=[CH:4][CH:3]=1, predict the reaction product. The product is: [NH2:21][C:11]1[N:10]([CH2:25][CH2:26][OH:27])[N:9]=[C:8]([C:5]2[CH:6]=[CH:7][C:2]([F:1])=[CH:3][CH:4]=2)[C:12]=1[C:13]#[C:14][C:15]1[CH:20]=[CH:19][CH:18]=[CH:17][CH:16]=1. (4) Given the reactants O.[NH2:2][NH2:3].[CH3:4][O:5][C:6]1[CH:7]=[CH:8][C:9]([C:15](=O)[C:16]2[CH:21]=[CH:20][C:19]([O:22][CH3:23])=[CH:18][CH:17]=2)=[C:10]([CH:14]=1)[C:11](O)=[O:12], predict the reaction product. The product is: [CH3:4][O:5][C:6]1[CH:14]=[C:10]2[C:9]([C:15]([C:16]3[CH:21]=[CH:20][C:19]([O:22][CH3:23])=[CH:18][CH:17]=3)=[N:2][NH:3][C:11]2=[O:12])=[CH:8][CH:7]=1. (5) The product is: [CH:16]1([C@@H:19]([NH:28][S@@:29]([C:31]([CH3:34])([CH3:33])[CH3:32])=[O:30])[CH2:20][C:21](=[O:27])[C:22](=[N+:13]=[N-:14])[C:23]([O:25][CH3:26])=[O:24])[CH2:18][CH2:17]1. Given the reactants C(C1C=CC(S([N:13]=[N+:14]=[N-])(=O)=O)=CC=1)(O)=O.[CH:16]1([C@@H:19]([NH:28][S@@:29]([C:31]([CH3:34])([CH3:33])[CH3:32])=[O:30])[CH2:20][C:21](=[O:27])[CH2:22][C:23]([O:25][CH3:26])=[O:24])[CH2:18][CH2:17]1, predict the reaction product. (6) Given the reactants [Cl:1][C:2]1[C:10]([S:11](Cl)(=[O:13])=[O:12])=[CH:9][C:5]([C:6]([OH:8])=[O:7])=[C:4]([OH:15])[CH:3]=1.[NH:16]1[CH2:20][CH2:19][CH2:18][CH2:17]1.O.Cl, predict the reaction product. The product is: [Cl:1][C:2]1[C:10]([S:11]([N:16]2[CH2:20][CH2:19][CH2:18][CH2:17]2)(=[O:13])=[O:12])=[CH:9][C:5]([C:6]([OH:8])=[O:7])=[C:4]([OH:15])[CH:3]=1. (7) The product is: [Cl:21][C:17]1[CH:16]=[C:15]([S:12]([NH:11][C:9]2[CH:8]=[C:7]([CH3:22])[N:6]=[C:5]3[S:4][C:3]([CH3:23])=[C:2]([C:32]4[CH:33]=[N:34][NH:35][CH:36]=4)[C:10]=23)(=[O:14])=[O:13])[CH:20]=[CH:19][CH:18]=1. Given the reactants Br[C:2]1[C:10]2[C:5](=[N:6][C:7]([CH3:22])=[CH:8][C:9]=2[NH:11][S:12]([C:15]2[CH:20]=[CH:19][CH:18]=[C:17]([Cl:21])[CH:16]=2)(=[O:14])=[O:13])[S:4][C:3]=1[CH3:23].CC1(C)C(C)(C)OB([C:32]2[CH:33]=[N:34][N:35](C(OC(C)(C)C)=O)[CH:36]=2)O1.C(=O)([O-])[O-].[K+].[K+], predict the reaction product. (8) Given the reactants [CH2:1]([N:5]1[C:13]2[N:12]=[C:11]([Cl:14])[NH:10][C:9]=2[C:8](=[O:15])[N:7]([CH2:16][CH2:17][CH2:18][CH2:19][C:20]([O:22]CC)=[O:21])[C:6]1=[O:25])[CH2:2][CH2:3][CH3:4].[Li+].[OH-].O.CO, predict the reaction product. The product is: [CH2:1]([N:5]1[C:13]2[N:12]=[C:11]([Cl:14])[NH:10][C:9]=2[C:8](=[O:15])[N:7]([CH2:16][CH2:17][CH2:18][CH2:19][C:20]([OH:22])=[O:21])[C:6]1=[O:25])[CH2:2][CH2:3][CH3:4]. (9) The product is: [C:1]1([NH:7][C:8]([C:20]2[N:21]([CH3:30])[C:22]([C:23]3[CH:28]=[CH:27][C:26]([Cl:29])=[CH:25][CH:24]=3)=[C:18]([C:12]3[CH:13]=[CH:14][C:15]([Cl:17])=[CH:16][C:11]=3[Cl:10])[N:19]=2)=[O:9])[CH:6]=[CH:5][CH:4]=[CH:3][CH:2]=1. Given the reactants [C:1]1([N:7]=[C:8]=[O:9])[CH:6]=[CH:5][CH:4]=[CH:3][CH:2]=1.[Cl:10][C:11]1[CH:16]=[C:15]([Cl:17])[CH:14]=[CH:13][C:12]=1[C:18]1[N:19]=[CH:20][N:21]([CH3:30])[C:22]=1[C:23]1[CH:28]=[CH:27][C:26]([Cl:29])=[CH:25][CH:24]=1, predict the reaction product.